This data is from Full USPTO retrosynthesis dataset with 1.9M reactions from patents (1976-2016). The task is: Predict the reactants needed to synthesize the given product. (1) Given the product [F:1][C:2]1[CH:3]=[CH:4][C:5]([O:14][CH:15]([CH3:17])[CH3:16])=[C:6]([N:8]2[CH2:9][CH2:10][N:11]([CH2:20][CH2:19][C:18]#[N:21])[CH2:12][CH2:13]2)[CH:7]=1, predict the reactants needed to synthesize it. The reactants are: [F:1][C:2]1[CH:3]=[CH:4][C:5]([O:14][CH:15]([CH3:17])[CH3:16])=[C:6]([N:8]2[CH2:13][CH2:12][NH:11][CH2:10][CH2:9]2)[CH:7]=1.[C:18](#[N:21])[CH:19]=[CH2:20]. (2) Given the product [ClH:12].[CH3:14][O:8][C:7]([C@H:2]1[CH2:3][CH2:4][CH2:5][CH2:6][NH:1]1)=[O:9], predict the reactants needed to synthesize it. The reactants are: [NH:1]1[CH2:6][CH2:5][CH2:4][CH2:3][C@@H:2]1[C:7]([OH:9])=[O:8].S(Cl)([Cl:12])=O.[CH3:14]O. (3) Given the product [C:1]1([C:10]2[CH2:11][CH2:12][CH2:13][C:9]=2[OH:14])[CH:6]=[CH:5][CH:4]=[CH:3][CH:2]=1, predict the reactants needed to synthesize it. The reactants are: [C:1]1([Mg]Cl)[CH:6]=[CH:5][CH:4]=[CH:3][CH:2]=1.[C:9]1(=[O:14])[CH2:13][CH2:12][CH:11]=[CH:10]1.[Cl-].[NH4+].C(OCC)C. (4) Given the product [Cl:1][C:2]1[CH:3]=[CH:4][C:5]([N:11]([CH3:22])[S:12]([C:15]2[CH:16]=[CH:17][C:18]([CH3:21])=[CH:19][CH:20]=2)(=[O:13])=[O:14])=[C:6]([CH2:7][OH:8])[CH:10]=1, predict the reactants needed to synthesize it. The reactants are: [Cl:1][C:2]1[CH:10]=[C:6]([C:7](O)=[O:8])[C:5]([N:11]([CH3:22])[S:12]([C:15]2[CH:20]=[CH:19][C:18]([CH3:21])=[CH:17][CH:16]=2)(=[O:14])=[O:13])=[CH:4][CH:3]=1.S(Cl)(Cl)=O. (5) Given the product [C:36]([NH2:40])([CH3:39])([CH3:38])[CH3:37].[OH:1][C:2]1[CH:7]=[CH:6][C:5]([CH2:8][CH2:9][S:10][CH:11]([CH2:15][C:16]2[CH:21]=[CH:20][C:19]([CH2:22][CH2:23][O:24][C:25]3[CH:26]=[CH:27][C:28]([O:31][S:32]([CH3:35])(=[O:34])=[O:33])=[CH:29][CH:30]=3)=[CH:18][CH:17]=2)[C:12]([OH:14])=[O:13])=[CH:4][CH:3]=1, predict the reactants needed to synthesize it. The reactants are: [OH:1][C:2]1[CH:7]=[CH:6][C:5]([CH2:8][CH2:9][S:10][CH:11]([CH2:15][C:16]2[CH:21]=[CH:20][C:19]([CH2:22][CH2:23][O:24][C:25]3[CH:30]=[CH:29][C:28]([O:31][S:32]([CH3:35])(=[O:34])=[O:33])=[CH:27][CH:26]=3)=[CH:18][CH:17]=2)[C:12]([OH:14])=[O:13])=[CH:4][CH:3]=1.[C:36]([NH2:40])([CH3:39])([CH3:38])[CH3:37].